From a dataset of Peptide-MHC class II binding affinity with 134,281 pairs from IEDB. Regression. Given a peptide amino acid sequence and an MHC pseudo amino acid sequence, predict their binding affinity value. This is MHC class II binding data. (1) The peptide sequence is WSKDIYNYMEPYVSK. The MHC is DRB1_1602 with pseudo-sequence DRB1_1602. The binding affinity (normalized) is 0.460. (2) The peptide sequence is NKIKQKTKQIGNRPG. The MHC is DRB1_1101 with pseudo-sequence DRB1_1101. The binding affinity (normalized) is 0.565. (3) The peptide sequence is DASLPPRTWNGFLAP. The MHC is DRB1_0405 with pseudo-sequence DRB1_0405. The binding affinity (normalized) is 0. (4) The peptide sequence is SVYLSDNGVMSEQGS. The MHC is H-2-IAb with pseudo-sequence H-2-IAb. The binding affinity (normalized) is 0.0570. (5) The peptide sequence is IKYTRPGDSLAEVEL. The MHC is HLA-DPA10103-DPB10201 with pseudo-sequence HLA-DPA10103-DPB10201. The binding affinity (normalized) is 0. (6) The peptide sequence is SQDLELSWNLNQLQAY. The MHC is HLA-DQA10301-DQB10302 with pseudo-sequence HLA-DQA10301-DQB10302. The binding affinity (normalized) is 0.310. (7) The peptide sequence is TSALIWMASPPEVHS. The MHC is HLA-DPA10103-DPB10401 with pseudo-sequence HLA-DPA10103-DPB10401. The binding affinity (normalized) is 0.142. (8) The peptide sequence is TLVSAVAANELGMLED. The MHC is DRB1_1101 with pseudo-sequence DRB1_1101. The binding affinity (normalized) is 0.